From a dataset of Forward reaction prediction with 1.9M reactions from USPTO patents (1976-2016). Predict the product of the given reaction. (1) Given the reactants C([O:3][C:4]([C:6]1([C:11]#[N:12])[CH2:10][CH2:9][CH2:8][CH2:7]1)=O)C.[H-].[Al+3].[Li+].[H-].[H-].[H-].O, predict the reaction product. The product is: [OH:3][CH2:4][C:6]1([C:11]#[N:12])[CH2:10][CH2:9][CH2:8][CH2:7]1. (2) The product is: [CH3:8][C:3]1[CH:4]=[C:5]([CH3:7])[CH:6]=[C:1]([CH3:14])[C:2]=1[S:9]([O-:12])(=[O:11])=[O:10].[NH2:13][N+:15]1[CH:20]=[CH:19][N:18]=[CH:17][CH:16]=1. Given the reactants [C:1]1([CH3:14])[CH:6]=[C:5]([CH3:7])[CH:4]=[C:3]([CH3:8])[C:2]=1[S:9]([O:12][NH2:13])(=[O:11])=[O:10].[N:15]1[CH:20]=[CH:19][N:18]=[CH:17][CH:16]=1.C(OCC)C, predict the reaction product. (3) Given the reactants [Cl:1][C:2]1[CH:3]=[C:4]2[C:9](=[CH:10][CH:11]=1)[C:8](=[O:12])[N:7]([CH3:13])[C:6]([CH2:14][N:15]1[C:23](=[O:24])[C:22]3[C:17](=[CH:18][CH:19]=[CH:20][CH:21]=3)[C:16]1=[O:25])=[C:5]2[C:26]1[CH:31]=[CH:30][C:29]([O:32]C)=[CH:28][CH:27]=1.B(Br)(Br)Br.O, predict the reaction product. The product is: [Cl:1][C:2]1[CH:3]=[C:4]2[C:9](=[CH:10][CH:11]=1)[C:8](=[O:12])[N:7]([CH3:13])[C:6]([CH2:14][N:15]1[C:16](=[O:25])[C:17]3[C:22](=[CH:21][CH:20]=[CH:19][CH:18]=3)[C:23]1=[O:24])=[C:5]2[C:26]1[CH:27]=[CH:28][C:29]([OH:32])=[CH:30][CH:31]=1. (4) Given the reactants [N+:1]([O-:4])(O)=[O:2].[C:5]([C:9]1[CH:10]=[C:11]([OH:15])[CH:12]=[CH:13][CH:14]=1)([CH3:8])([CH3:7])[CH3:6], predict the reaction product. The product is: [N+:1]([C:12]1[CH:13]=[CH:14][C:9]([C:5]([CH3:7])([CH3:6])[CH3:8])=[CH:10][C:11]=1[OH:15])([O-:4])=[O:2]. (5) Given the reactants Cl[C:2]1[CH:7]=[C:6]([N:8]2[CH2:13][CH2:12][CH:11]([C:14]([F:17])([F:16])[F:15])[CH2:10][CH2:9]2)[C:5]([F:18])=[CH:4][N:3]=1.C(Cl)(Cl)Cl.C[C:24]([N:26](C)C)=O, predict the reaction product. The product is: [F:18][C:5]1[C:6]([N:8]2[CH2:13][CH2:12][CH:11]([C:14]([F:17])([F:16])[F:15])[CH2:10][CH2:9]2)=[CH:7][C:2]([C:24]#[N:26])=[N:3][CH:4]=1. (6) Given the reactants [NH2:1][C:2]1[CH:7]=[CH:6][C:5]([S:8]([NH:11][C:12]2[CH:13]=[CH:14][C:15]3[CH2:19][O:18][B:17]([OH:20])[C:16]=3[CH:21]=2)(=[O:10])=[O:9])=[CH:4][CH:3]=1.[CH:22](O)=[O:23], predict the reaction product. The product is: [CH:22]([NH:1][C:2]1[CH:7]=[CH:6][C:5]([S:8]([NH:11][C:12]2[CH:13]=[CH:14][C:15]3[CH2:19][O:18][B:17]([OH:20])[C:16]=3[CH:21]=2)(=[O:9])=[O:10])=[CH:4][CH:3]=1)=[O:23]. (7) Given the reactants [F:1][C:2]1[CH:7]=[CH:6][CH:5]=[CH:4][C:3]=1[C:8]1[C:9]([N:17]2[CH2:22][CH2:21][NH:20][CH2:19][CH2:18]2)=[C:10]2[CH:16]=[CH:15][NH:14][C:11]2=[N:12][CH:13]=1.[C:23]([O:27][C:28]([N:30]([CH:43]([CH3:45])[CH3:44])[CH2:31][C@H:32]([C:36]1[CH:41]=[CH:40][C:39]([Cl:42])=[CH:38][CH:37]=1)[C:33](O)=[O:34])=[O:29])([CH3:26])([CH3:25])[CH3:24].C1C=CC2N(O)N=NC=2C=1.O.CCN=C=NCCCN(C)C.CCN(C(C)C)C(C)C.C([O-])([O-])=O.[Na+].[Na+], predict the reaction product. The product is: [Cl:42][C:39]1[CH:40]=[CH:41][C:36]([C@H:32]([C:33]([N:20]2[CH2:19][CH2:18][N:17]([C:9]3[C:8]([C:3]4[CH:4]=[CH:5][CH:6]=[CH:7][C:2]=4[F:1])=[CH:13][N:12]=[C:11]4[NH:14][CH:15]=[CH:16][C:10]=34)[CH2:22][CH2:21]2)=[O:34])[CH2:31][N:30]([CH:43]([CH3:44])[CH3:45])[C:28](=[O:29])[O:27][C:23]([CH3:25])([CH3:24])[CH3:26])=[CH:37][CH:38]=1. (8) Given the reactants Br[C:2]1[C:6]2[CH:7]=[C:8]([CH:11]=[O:12])[CH:9]=[CH:10][C:5]=2[O:4][CH:3]=1.C1C=CC(P(C2C=CC=CC=2)C2C=CC=CC=2)=CC=1.CCN(CC)CC.[CH2:39]([O:41][C:42](=[O:45])[CH:43]=[CH2:44])[CH3:40], predict the reaction product. The product is: [CH2:39]([O:41][C:42](=[O:45])[CH:43]=[CH:44][C:2]1[C:6]2[CH:7]=[C:8]([CH:11]=[O:12])[CH:9]=[CH:10][C:5]=2[O:4][CH:3]=1)[CH3:40]. (9) Given the reactants [CH:1]([N:4](C(C)C)CC)(C)C.[Cl:10][C:11]1[N:12]=[C:13](Cl)[C:14]2[CH2:19][CH2:18][CH2:17][C:15]=2[N:16]=1.[NH:21]1[CH2:26][CH2:25][CH2:24][C@@H:23]([C:27]([OH:29])=O)[CH2:22]1.Cl.CN.Cl.CN(C)CCCN=C=NCC.O.ON1C2C=CC=CC=2N=N1, predict the reaction product. The product is: [Cl:10][C:11]1[N:12]=[C:13]([N:21]2[CH2:26][CH2:25][CH2:24][C@@H:23]([C:27]([NH:4][CH3:1])=[O:29])[CH2:22]2)[C:14]2[CH2:19][CH2:18][CH2:17][C:15]=2[N:16]=1. (10) Given the reactants [C:1](=[O:21])([O:12][CH2:13][CH2:14][C:15]1[CH:20]=[CH:19][N:18]=[CH:17][CH:16]=1)OC1C=CC([N+]([O-])=O)=CC=1.CCN(C(C)C)C(C)C.[CH3:31][C@H:32]1[O:37][C@@H:36]([CH3:38])[CH2:35][NH:34][CH2:33]1, predict the reaction product. The product is: [CH3:38][C@H:36]1[O:37][C@@H:32]([CH3:31])[CH2:33][N:34]([C:1]([O:12][CH2:13][CH2:14][C:15]2[CH:16]=[CH:17][N:18]=[CH:19][CH:20]=2)=[O:21])[CH2:35]1.